From a dataset of Reaction yield outcomes from USPTO patents with 853,638 reactions. Predict the reaction yield, written as a fraction of the theoretical maximum amount of product (1.0 means a 100% yield; for example, 0.34 means a 34% yield). (1) The reactants are [F:1][C:2]1[C:10]2[CH2:9][CH2:8][CH2:7][CH2:6][C:5]=2[N:4]2[CH2:11][CH2:12][N:13]([C:16]3[N:23]=[CH:22][CH:21]=[C:20]([C:24]4[CH:29]=[C:28]([NH:30][C:31]5[CH:36]=[CH:35][C:34]([N:37]6[CH2:42][CH2:41][N:40]([CH:43]7[CH2:46][O:45][CH2:44]7)[CH2:39][CH2:38]6)=[CH:33][N:32]=5)[C:27](=[O:47])[N:26]([CH3:48])[CH:25]=4)[C:17]=3[CH:18]=[O:19])[C:14](=[O:15])[C:3]=12.[BH4-].[Na+]. The catalyst is CO. The product is [F:1][C:2]1[C:10]2[CH2:9][CH2:8][CH2:7][CH2:6][C:5]=2[N:4]2[CH2:11][CH2:12][N:13]([C:16]3[C:17]([CH2:18][OH:19])=[C:20]([C:24]4[CH:29]=[C:28]([NH:30][C:31]5[CH:36]=[CH:35][C:34]([N:37]6[CH2:38][CH2:39][N:40]([CH:43]7[CH2:46][O:45][CH2:44]7)[CH2:41][CH2:42]6)=[CH:33][N:32]=5)[C:27](=[O:47])[N:26]([CH3:48])[CH:25]=4)[CH:21]=[CH:22][N:23]=3)[C:14](=[O:15])[C:3]=12. The yield is 0.540. (2) The reactants are [CH:1]1([N:4]2[C:8]3[C:9]([O:19][C@@H:20]([C@H:22]4[CH2:26][NH:25][C:24](=[O:27])[CH2:23]4)[CH3:21])=[CH:10][C:11](C4C=CC=CC=4)=[CH:12][C:7]=3[N:6]=[CH:5]2)[CH2:3][CH2:2]1.[CH2:28]([O:30][C:31]1[CH:32]=[C:33](B2OC(C)(C)C(C)(C)O2)[CH:34]=[CH:35][C:36]=1[O:37][CH3:38])[CH3:29]. No catalyst specified. The product is [CH:1]1([N:4]2[C:8]3[C:9]([O:19][C@@H:20]([C@H:22]4[CH2:26][NH:25][C:24](=[O:27])[CH2:23]4)[CH3:21])=[CH:10][C:11]([C:33]4[CH:34]=[CH:35][C:36]([O:37][CH3:38])=[C:31]([O:30][CH2:28][CH3:29])[CH:32]=4)=[CH:12][C:7]=3[N:6]=[CH:5]2)[CH2:2][CH2:3]1. The yield is 0.427. (3) The reactants are [NH2:1][C:2]1[C:11]2[CH:10]=[CH:9][C:8]([F:12])=[C:7](Br)[C:6]=2[N:5]=[C:4]2[CH2:14][N:15]([CH:18]3[CH2:21][CH2:20][CH2:19]3)[C:16](=[O:17])[C:3]=12.[CH3:22][O:23][C:24]1[CH:25]=[N:26][CH:27]=[CH:28][C:29]=1B(O)O. No catalyst specified. The product is [NH2:1][C:2]1[C:11]2[CH:10]=[CH:9][C:8]([F:12])=[C:7]([C:29]3[CH:28]=[CH:27][N:26]=[CH:25][C:24]=3[O:23][CH3:22])[C:6]=2[N:5]=[C:4]2[CH2:14][N:15]([CH:18]3[CH2:21][CH2:20][CH2:19]3)[C:16](=[O:17])[C:3]=12. The yield is 0.240. (4) The reactants are [Cl:1][C:2]1[CH:7]=[C:6]([I:8])[CH:5]=[CH:4][C:3]=1[NH:9][C:10]1[N:15]([CH3:16])[C:14](=[O:17])[N:13]([CH3:18])[C:12](=[O:19])[C:11]=1[C:20](OC1C=CC=CC=1)=[O:21].[CH3:29][C:30]1([CH3:38])[O:34][C@@H:33]([CH2:35][O:36][NH2:37])[CH2:32][O:31]1. The catalyst is C1COCC1. The product is [Cl:1][C:2]1[CH:7]=[C:6]([I:8])[CH:5]=[CH:4][C:3]=1[NH:9][C:10]1[N:15]([CH3:16])[C:14](=[O:17])[N:13]([CH3:18])[C:12](=[O:19])[C:11]=1[C:20]([NH:37][O:36][CH2:35][C@H:33]1[CH2:32][O:31][C:30]([CH3:38])([CH3:29])[O:34]1)=[O:21]. The yield is 0.420. (5) The reactants are [Br:1][C:2]1[CH:7]=[CH:6][C:5]2[C:8]3[C:13]([C:14]4([CH2:19][CH2:18][NH:17][CH2:16][CH2:15]4)[C:4]=2[CH:3]=1)=[CH:12][C:11]([Br:20])=[CH:10][CH:9]=3.Cl[C:22]([O:24][CH3:25])=[O:23].CCN(CC)CC. The catalyst is C(Cl)Cl. The product is [Br:1][C:2]1[CH:7]=[CH:6][C:5]2[C:8]3[C:13]([C:14]4([CH2:15][CH2:16][N:17]([C:22]([O:24][CH3:25])=[O:23])[CH2:18][CH2:19]4)[C:4]=2[CH:3]=1)=[CH:12][C:11]([Br:20])=[CH:10][CH:9]=3. The yield is 0.887.